Dataset: Reaction yield outcomes from USPTO patents with 853,638 reactions. Task: Predict the reaction yield, written as a fraction of the theoretical maximum amount of product (1.0 means a 100% yield; for example, 0.34 means a 34% yield). The reactants are [OH-].[Li+].[CH3:3][O:4][C:5]1[CH:14]=[CH:13][C:12]2[CH:11]([C:15]([O:17]CC)=[O:16])[N:10]([C:20]([O:22][C:23]([CH3:26])([CH3:25])[CH3:24])=[O:21])[CH2:9][CH2:8][C:7]=2[N:6]=1.CCO.Cl. The catalyst is O.C1COCC1. The product is [C:23]([O:22][C:20]([N:10]1[CH2:9][CH2:8][C:7]2[N:6]=[C:5]([O:4][CH3:3])[CH:14]=[CH:13][C:12]=2[CH:11]1[C:15]([OH:17])=[O:16])=[O:21])([CH3:26])([CH3:24])[CH3:25]. The yield is 1.00.